From a dataset of Full USPTO retrosynthesis dataset with 1.9M reactions from patents (1976-2016). Predict the reactants needed to synthesize the given product. (1) Given the product [Br:1][C:2]1[C:3]([F:12])=[CH:4][C:5]([N+:9]([O-:11])=[O:10])=[C:6]([NH:14][NH2:15])[CH:7]=1, predict the reactants needed to synthesize it. The reactants are: [Br:1][C:2]1[CH:7]=[C:6](F)[C:5]([N+:9]([O-:11])=[O:10])=[CH:4][C:3]=1[F:12].O.[NH2:14][NH2:15]. (2) Given the product [F:1][C:2]1[CH:11]=[C:10]2[C:5]([CH2:6][CH2:7][C:8](=[O:13])[N:9]2[CH3:12])=[CH:4][C:3]=1[C:24]1[CH:25]=[C:26]([CH:30]([NH:32][C:33](=[O:36])[CH2:34][CH3:35])[CH3:31])[CH:27]=[N:28][CH:29]=1, predict the reactants needed to synthesize it. The reactants are: [F:1][C:2]1[CH:11]=[C:10]2[C:5]([CH2:6][CH2:7][C:8](=[O:13])[N:9]2[CH3:12])=[CH:4][C:3]=1B1OC(C)(C)C(C)(C)O1.Br[C:24]1[CH:25]=[C:26]([CH:30]([NH:32][C:33](=[O:36])[CH2:34][CH3:35])[CH3:31])[CH:27]=[N:28][CH:29]=1.C([O-])([O-])=O.[Na+].[Na+].C([O-])(O)=O.[Na+]. (3) Given the product [NH2:6][C:7]1[C:15]2[C:14]([C:16]3[CH:21]=[CH:20][CH:19]=[C:18]([NH2:22])[CH:17]=3)=[N:13][CH:12]=[N:11][C:10]=2[S:9][C:8]=1[C:25]([NH2:27])=[O:26], predict the reactants needed to synthesize it. The reactants are: [Sn](Cl)(Cl)(Cl)Cl.[NH2:6][C:7]1[C:15]2[C:14]([C:16]3[CH:21]=[CH:20][CH:19]=[C:18]([N+:22]([O-])=O)[CH:17]=3)=[N:13][CH:12]=[N:11][C:10]=2[S:9][C:8]=1[C:25]([NH2:27])=[O:26]. (4) Given the product [CH:13]([O:12][C:11]1[C:2]([C:17]#[N:18])=[CH:3][CH:4]=[C:5]2[C:10]=1[N:9]=[C:8]([CH3:16])[CH:7]=[CH:6]2)([CH3:15])[CH3:14], predict the reactants needed to synthesize it. The reactants are: Br[C:2]1[C:11]([O:12][CH:13]([CH3:15])[CH3:14])=[C:10]2[C:5]([CH:6]=[CH:7][C:8]([CH3:16])=[N:9]2)=[CH:4][CH:3]=1.[C:17]([Zn]C#N)#[N:18].O.C(OCC)(=O)C. (5) Given the product [CH:1]1([NH:4][C:23]([C:19]2[CH:18]=[C:17]3[C:22](=[CH:21][CH:20]=2)[N:14]([C:11]2[CH:10]=[CH:9][C:8]([C:5](=[O:7])[NH:37][C:36]4[CH:38]=[CH:39][C:33]([N:30]5[CH2:29][CH2:28][CH:27]([OH:26])[CH2:32][CH2:31]5)=[CH:34][CH:35]=4)=[CH:13][CH:12]=2)[N:15]=[CH:16]3)=[O:25])[CH2:3][CH2:2]1, predict the reactants needed to synthesize it. The reactants are: [CH:1]1([NH2:4])[CH2:3][CH2:2]1.[C:5]([C:8]1[CH:13]=[CH:12][C:11]([N:14]2[C:22]3[C:17](=[CH:18][C:19]([C:23]([OH:25])=O)=[CH:20][CH:21]=3)[CH:16]=[N:15]2)=[CH:10][CH:9]=1)([OH:7])=O.[OH:26][CH:27]1[CH2:32][CH2:31][N:30]([C:33]2[CH:39]=[CH:38][C:36]([NH2:37])=[CH:35][CH:34]=2)[CH2:29][CH2:28]1.